From a dataset of Full USPTO retrosynthesis dataset with 1.9M reactions from patents (1976-2016). Predict the reactants needed to synthesize the given product. (1) Given the product [NH2:19][CH2:17][C:16]1[CH:20]=[CH:21][C:13]([S:10]([N:9]([C:3]2[CH:4]=[CH:5][C:6]([CH3:8])=[CH:7][C:2]=2[CH3:1])[CH2:22][CH:23]([CH3:25])[CH3:24])(=[O:12])=[O:11])=[CH:14][CH:15]=1, predict the reactants needed to synthesize it. The reactants are: [CH3:1][C:2]1[CH:7]=[C:6]([CH3:8])[CH:5]=[CH:4][C:3]=1[N:9]([CH2:22][CH:23]([CH3:25])[CH3:24])[S:10]([C:13]1[CH:21]=[CH:20][C:16]([C:17]([NH2:19])=O)=[CH:15][CH:14]=1)(=[O:12])=[O:11]. (2) Given the product [Cl:15][C:16]1[CH:17]=[C:18]([NH:22][C:23]([N:11]2[CH:12]([CH3:14])[CH2:13][C:8]3[NH:7][N:6]=[C:5]([CH:1]4[CH2:4][CH2:3][CH2:2]4)[C:9]=3[CH2:10]2)=[O:24])[CH:19]=[CH:20][CH:21]=1, predict the reactants needed to synthesize it. The reactants are: [CH:1]1([C:5]2[C:9]3[CH2:10][NH:11][CH:12]([CH3:14])[CH2:13][C:8]=3[NH:7][N:6]=2)[CH2:4][CH2:3][CH2:2]1.[Cl:15][C:16]1[CH:17]=[C:18]([NH:22][C:23](=O)[O:24]C2C=CC=CC=2)[CH:19]=[CH:20][CH:21]=1.